From a dataset of Catalyst prediction with 721,799 reactions and 888 catalyst types from USPTO. Predict which catalyst facilitates the given reaction. (1) Reactant: Cl.[NH:2]1[CH2:7][CH2:6][CH:5]([C:8]2[C:17]3[C:12](=[CH:13][CH:14]=[CH:15][CH:16]=3)[C:11](=[O:18])[NH:10][CH:9]=2)[CH2:4][CH2:3]1.C=O.[C:21](O[BH-](OC(=O)C)OC(=O)C)(=O)C.[Na+].Cl. Product: [CH3:21][N:2]1[CH2:7][CH2:6][CH:5]([C:8]2[C:17]3[C:12](=[CH:13][CH:14]=[CH:15][CH:16]=3)[C:11](=[O:18])[NH:10][CH:9]=2)[CH2:4][CH2:3]1. The catalyst class is: 10. (2) The catalyst class is: 91. Reactant: [NH2:1][C:2]1[CH:3]=[C:4]([CH:7]=[CH:8][C:9]=1[Cl:10])[CH:5]=[O:6].C(N(C(C)C)C(C)C)C.[CH3:20][C:21]1[O:25][N:24]=[C:23]([C:26](Cl)=[O:27])[CH:22]=1. Product: [Cl:10][C:9]1[CH:8]=[CH:7][C:4]([CH:5]=[O:6])=[CH:3][C:2]=1[NH:1][C:26]([C:23]1[CH:22]=[C:21]([CH3:20])[O:25][N:24]=1)=[O:27]. (3) The catalyst class is: 98. Reactant: [Br:1][C:2]1[CH:9]=[CH:8][CH:7]=[CH:6][C:3]=1[CH:4]=O.S([O-])([O-])(=O)=O.[Na+].[Na+].[NH2:17][CH:18]([CH2:22][CH2:23][CH3:24])[CH2:19][CH2:20][CH3:21].[BH4-].[Na+]. Product: [Br:1][C:2]1[CH:9]=[CH:8][CH:7]=[CH:6][C:3]=1[CH2:4][NH:17][CH:18]([CH2:22][CH2:23][CH3:24])[CH2:19][CH2:20][CH3:21]. (4) Product: [C:1]1([CH2:14][N:26]([CH:24]2[C:25]3[N:16]=[CH:17][CH:18]=[CH:19][C:20]=3[CH2:21][CH2:22][CH2:23]2)[CH2:27][CH2:28][CH2:29][CH2:30][NH:31][C:32](=[O:38])[O:33][C:34]([CH3:37])([CH3:36])[CH3:35])[C:6]2[NH:7][C:8]3[C:13]([C:5]=2[CH:4]=[CH:3][N:2]=1)=[CH:12][CH:11]=[CH:10][CH:9]=3. The catalyst class is: 478. Reactant: [C:1]1([CH:14]=O)[C:6]2[NH:7][C:8]3[C:13]([C:5]=2[CH:4]=[CH:3][N:2]=1)=[CH:12][CH:11]=[CH:10][CH:9]=3.[N:16]1[C:25]2[CH:24]([NH:26][CH2:27][CH2:28][CH2:29][CH2:30][NH:31][C:32](=[O:38])[O:33][C:34]([CH3:37])([CH3:36])[CH3:35])[CH2:23][CH2:22][CH2:21][C:20]=2[CH:19]=[CH:18][CH:17]=1.C(O[BH-](OC(=O)C)OC(=O)C)(=O)C.[Na+].C(=O)(O)[O-].[Na+].